From a dataset of NCI-60 drug combinations with 297,098 pairs across 59 cell lines. Regression. Given two drug SMILES strings and cell line genomic features, predict the synergy score measuring deviation from expected non-interaction effect. (1) Cell line: TK-10. Synergy scores: CSS=-1.79, Synergy_ZIP=-2.61, Synergy_Bliss=-5.12, Synergy_Loewe=-12.6, Synergy_HSA=-6.67. Drug 2: CCC1(C2=C(COC1=O)C(=O)N3CC4=CC5=C(C=CC(=C5CN(C)C)O)N=C4C3=C2)O.Cl. Drug 1: CNC(=O)C1=CC=CC=C1SC2=CC3=C(C=C2)C(=NN3)C=CC4=CC=CC=N4. (2) Drug 1: CC1=C(C(=O)C2=C(C1=O)N3CC4C(C3(C2COC(=O)N)OC)N4)N. Drug 2: C1CNP(=O)(OC1)N(CCCl)CCCl. Cell line: SF-295. Synergy scores: CSS=44.7, Synergy_ZIP=-1.38, Synergy_Bliss=-3.19, Synergy_Loewe=-45.3, Synergy_HSA=-3.99. (3) Drug 1: CCCCC(=O)OCC(=O)C1(CC(C2=C(C1)C(=C3C(=C2O)C(=O)C4=C(C3=O)C=CC=C4OC)O)OC5CC(C(C(O5)C)O)NC(=O)C(F)(F)F)O. Drug 2: C1CN(P(=O)(OC1)NCCCl)CCCl. Cell line: NCIH23. Synergy scores: CSS=37.7, Synergy_ZIP=1.62, Synergy_Bliss=3.93, Synergy_Loewe=-21.2, Synergy_HSA=2.91. (4) Drug 1: CC1C(C(CC(O1)OC2CC(CC3=C2C(=C4C(=C3O)C(=O)C5=C(C4=O)C(=CC=C5)OC)O)(C(=O)C)O)N)O.Cl. Drug 2: CC(C)(C#N)C1=CC(=CC(=C1)CN2C=NC=N2)C(C)(C)C#N. Cell line: SW-620. Synergy scores: CSS=22.1, Synergy_ZIP=-0.103, Synergy_Bliss=-3.48, Synergy_Loewe=-27.3, Synergy_HSA=-4.66. (5) Synergy scores: CSS=2.15, Synergy_ZIP=0.669, Synergy_Bliss=2.12, Synergy_Loewe=-0.503, Synergy_HSA=0.275. Cell line: SW-620. Drug 2: C(CC(=O)O)C(=O)CN.Cl. Drug 1: CCC(=C(C1=CC=CC=C1)C2=CC=C(C=C2)OCCN(C)C)C3=CC=CC=C3.C(C(=O)O)C(CC(=O)O)(C(=O)O)O. (6) Drug 2: COC1=C2C(=CC3=C1OC=C3)C=CC(=O)O2. Cell line: HCT-15. Synergy scores: CSS=19.7, Synergy_ZIP=-7.56, Synergy_Bliss=-5.58, Synergy_Loewe=-14.6, Synergy_HSA=-7.36. Drug 1: C1=NC(=NC(=O)N1C2C(C(C(O2)CO)O)O)N. (7) Drug 1: COC1=C(C=C2C(=C1)N=CN=C2NC3=CC(=C(C=C3)F)Cl)OCCCN4CCOCC4. Drug 2: C1C(C(OC1N2C=NC3=C2NC=NCC3O)CO)O. Cell line: MDA-MB-231. Synergy scores: CSS=22.5, Synergy_ZIP=-3.49, Synergy_Bliss=2.40, Synergy_Loewe=2.65, Synergy_HSA=4.16. (8) Drug 1: CC1OCC2C(O1)C(C(C(O2)OC3C4COC(=O)C4C(C5=CC6=C(C=C35)OCO6)C7=CC(=C(C(=C7)OC)O)OC)O)O. Drug 2: CC(C)NC(=O)C1=CC=C(C=C1)CNNC.Cl. Cell line: SK-MEL-2. Synergy scores: CSS=24.8, Synergy_ZIP=2.66, Synergy_Bliss=3.50, Synergy_Loewe=-19.9, Synergy_HSA=0.366. (9) Drug 1: C1=CC(=CC=C1CCCC(=O)O)N(CCCl)CCCl. Drug 2: C(=O)(N)NO. Cell line: M14. Synergy scores: CSS=-3.59, Synergy_ZIP=-5.61, Synergy_Bliss=-1.28, Synergy_Loewe=-28.5, Synergy_HSA=-5.25. (10) Drug 1: C1=C(C(=O)NC(=O)N1)F. Drug 2: CC(C1=C(C=CC(=C1Cl)F)Cl)OC2=C(N=CC(=C2)C3=CN(N=C3)C4CCNCC4)N. Cell line: EKVX. Synergy scores: CSS=34.0, Synergy_ZIP=1.77, Synergy_Bliss=0.106, Synergy_Loewe=2.45, Synergy_HSA=2.29.